From a dataset of Forward reaction prediction with 1.9M reactions from USPTO patents (1976-2016). Predict the product of the given reaction. (1) Given the reactants [CH2:1]([O:3][C:4]([C@H:6]1[C@@H:11]([NH:12][C:13]([O:15][CH2:16][C:17]2[CH:22]=[CH:21][CH:20]=[CH:19][CH:18]=2)=[O:14])[CH2:10][CH2:9][NH:8][CH2:7]1)=[O:5])[CH3:2].Br[CH2:24][CH2:25][OH:26].Cl[C:28]1[CH:37]=[N:36][C:35]2[C:30](=[CH:31][C:32]([O:38][CH3:39])=[CH:33][CH:34]=2)[N:29]=1, predict the reaction product. The product is: [CH2:1]([O:3][C:4]([C@H:6]1[C@@H:11]([NH:12][C:13]([O:15][CH2:16][C:17]2[CH:18]=[CH:19][CH:20]=[CH:21][CH:22]=2)=[O:14])[CH2:10][CH2:9][N:8]([CH2:24][CH2:25][O:26][C:28]2[CH:37]=[N:36][C:35]3[C:30](=[CH:31][C:32]([O:38][CH3:39])=[CH:33][CH:34]=3)[N:29]=2)[CH2:7]1)=[O:5])[CH3:2]. (2) Given the reactants CO[C:3]1[CH:4]=[C:5]([CH:7]=[CH:8][C:9]=1[C:10]1[CH:15]=[CH:14][CH:13]=[CH:12][N:11]=1)[NH2:6].[N+](C1C=CC=CC=1C=O)([O-])=O, predict the reaction product. The product is: [N:11]1[CH:12]=[CH:13][CH:14]=[CH:15][C:10]=1[C:9]1[CH:3]=[CH:4][C:5]([NH2:6])=[CH:7][CH:8]=1. (3) Given the reactants Cl[C:2]1[CH:3]=[CH:4][C:5]([S:8]([N:11]([CH2:13][C:14]2[CH:19]=[CH:18][C:17]([O:20][CH3:21])=[CH:16][CH:15]=2)[CH3:12])(=[O:10])=[O:9])=[N:6][CH:7]=1.[OH:22][CH2:23][C@@H:24]1[O:28][C:27]([C:29]2[NH:33][C:32]([C:34]3[CH:35]=[C:36]([OH:46])[CH:37]=[C:38]([O:40][C@@H:41]([CH3:45])[CH2:42][O:43][CH3:44])[CH:39]=3)=[CH:31][CH:30]=2)=[N:26][CH2:25]1.C(=O)([O-])[O-].[K+].[K+].O, predict the reaction product. The product is: [OH:22][CH2:23][C@@H:24]1[O:28][C:27]([C:29]2[NH:33][C:32]([C:34]3[CH:35]=[C:36]([CH:37]=[C:38]([O:40][C@@H:41]([CH3:45])[CH2:42][O:43][CH3:44])[CH:39]=3)[O:46][C:2]3[CH:3]=[CH:4][C:5]([S:8]([N:11]([CH2:13][C:14]4[CH:19]=[CH:18][C:17]([O:20][CH3:21])=[CH:16][CH:15]=4)[CH3:12])(=[O:10])=[O:9])=[N:6][CH:7]=3)=[CH:31][CH:30]=2)=[N:26][CH2:25]1. (4) Given the reactants [C:1]([O:5][NH:6][C:7]([CH2:9][CH2:10][CH2:11][CH2:12][CH2:13][CH2:14][NH:15][C:16]1[N:17]=[N+:18]([O-:26])[C:19]2[CH:25]=[CH:24][CH:23]=[CH:22][C:20]=2[N:21]=1)=[O:8])([CH3:4])([CH3:3])[CH3:2].[K+].[Br-].CC[O:31]C(C)=O.C(Cl)Cl, predict the reaction product. The product is: [C:1]([O:5][NH:6][C:7]([CH2:9][CH2:10][CH2:11][CH2:12][CH2:13][CH2:14][NH:15][C:16]1[N:17]=[N+:18]([O-:26])[C:19]2[CH:25]=[CH:24][CH:23]=[CH:22][C:20]=2[N+:21]=1[O-:31])=[O:8])([CH3:4])([CH3:2])[CH3:3]. (5) Given the reactants [CH3:1][NH:2][CH2:3][CH:4]([NH:13][S:14]([C:17]1[CH:23]=[CH:22][C:20]([CH3:21])=[CH:19][CH:18]=1)(=[O:16])=[O:15])[CH2:5][C:6]1([OH:12])[CH2:11][CH2:10][CH2:9][CH2:8][CH2:7]1.C([O-])([O-])=O.[K+].[K+].[C:30]([O:39]N1C(=O)CCC1=O)([O:32][CH2:33][CH2:34][Si:35]([CH3:38])([CH3:37])[CH3:36])=O, predict the reaction product. The product is: [OH:12][C:6]1([CH2:5][CH:4]([NH:13][S:14]([C:17]2[CH:23]=[CH:22][C:20]([CH3:21])=[CH:19][CH:18]=2)(=[O:16])=[O:15])[CH2:3][N:2]([CH3:1])[C:30](=[O:39])[O:32][CH2:33][CH2:34][Si:35]([CH3:36])([CH3:37])[CH3:38])[CH2:11][CH2:10][CH2:9][CH2:8][CH2:7]1. (6) Given the reactants [N:1]1[C:10]2[C:5](=[CH:6][CH:7]=[C:8]([OH:11])[CH:9]=2)[CH:4]=[CH:3][CH:2]=1.Cl[C:13]([F:19])([F:18])C(O[Na])=O.C([O-])([O-])=O.[K+].[K+], predict the reaction product. The product is: [F:18][CH:13]([F:19])[O:11][C:8]1[CH:9]=[C:10]2[C:5]([CH:4]=[CH:3][CH:2]=[N:1]2)=[CH:6][CH:7]=1.